From a dataset of Forward reaction prediction with 1.9M reactions from USPTO patents (1976-2016). Predict the product of the given reaction. (1) Given the reactants [CH2:1]1[O:25][C:24]2[CH:23]=[CH:22][C:5](/[CH:6]=[CH:7]/[CH2:8][C:9]3[S:10][CH:11]=[CH:12][C:13]=3[S:14](N3C=CC=C3)(=[O:16])=[O:15])=[CH:4][C:3]=2[O:2]1.[OH-].[K+].S(Cl)([Cl:31])(=O)=O, predict the reaction product. The product is: [Cl:31][S:14]([C:13]1[CH:12]=[CH:11][S:10][C:9]=1[CH2:8]/[CH:7]=[CH:6]/[C:5]1[CH:22]=[CH:23][C:24]2[O:25][CH2:1][O:2][C:3]=2[CH:4]=1)(=[O:16])=[O:15]. (2) Given the reactants [S:1]1[CH:5]=[CH:4][N:3]=[C:2]1[NH:6][NH2:7].[CH2:8]([O:10][C:11](=[O:25])[CH:12]=[C:13](OCC)[CH2:14][CH:15](OCC)OCC)[CH3:9], predict the reaction product. The product is: [CH2:8]([O:10][C:11](=[O:25])[CH2:12][C:13]1[N:6]([C:2]2[S:1][CH:5]=[CH:4][N:3]=2)[N:7]=[CH:15][CH:14]=1)[CH3:9]. (3) The product is: [C:11]1([S:8]([C:5]2[CH:6]=[CH:7][C:2]([C:21]3[CH:20]=[C:19]([F:18])[CH:24]=[CH:23][C:22]=3[O:28][CH3:29])=[C:3]([F:17])[CH:4]=2)(=[O:10])=[O:9])[CH:16]=[CH:15][CH:14]=[CH:13][CH:12]=1. Given the reactants Br[C:2]1[CH:7]=[CH:6][C:5]([S:8]([C:11]2[CH:16]=[CH:15][CH:14]=[CH:13][CH:12]=2)(=[O:10])=[O:9])=[CH:4][C:3]=1[F:17].[F:18][C:19]1[CH:20]=[CH:21][C:22]([O:28][CH3:29])=[C:23](B(O)O)[CH:24]=1, predict the reaction product. (4) Given the reactants [CH:1]1([N:4]2[C:13]3[C:8](=[CH:9][C:10]([O:16]C)=[C:11]([O:14]C)[CH:12]=3)[C:7](=[O:18])[C:6]([C:19]([OH:21])=[O:20])=[CH:5]2)[CH2:3][CH2:2]1.B(Br)(Br)Br, predict the reaction product. The product is: [CH:1]1([N:4]2[C:13]3[C:8](=[CH:9][C:10]([OH:16])=[C:11]([OH:14])[CH:12]=3)[C:7](=[O:18])[C:6]([C:19]([OH:21])=[O:20])=[CH:5]2)[CH2:2][CH2:3]1. (5) Given the reactants C[OH:2].Cl.Cl.[CH2:5]([NH:12][C:13]([NH:15][C:16]([NH:18][C:19]([CH3:26])([CH3:25])[CH2:20][C:21]([CH3:24])([CH3:23])[CH3:22])=[NH:17])=[NH:14])[CH2:6][CH2:7][CH2:8][CH2:9][CH2:10][CH3:11].[CH3:27][C:28]([CH3:30])=[O:29], predict the reaction product. The product is: [C:28]([OH:2])(=[O:29])[CH3:30].[CH3:27][C:28]1([CH3:30])[N:17]=[C:16]([NH:18][C:19]([CH3:25])([CH3:26])[CH2:20][C:21]([CH3:24])([CH3:23])[CH3:22])[NH:15][C:13]([NH:12][CH2:5][CH2:6][CH2:7][CH2:8][CH2:9][CH2:10][CH3:11])=[N:14]1. (6) Given the reactants C(Cl)(=O)C(Cl)=O.[C:7]1([C:13]2[CH:17]=[C:16]([C:18]([OH:20])=O)[NH:15][N:14]=2)[CH:12]=[CH:11][CH:10]=[CH:9][CH:8]=1.[NH2:21][C:22]1[CH:34]=[C:33]([CH2:35][CH2:36][C:37]2[CH:42]=[CH:41][CH:40]=[CH:39][CH:38]=2)[CH:32]=[CH:31][C:23]=1[C:24]([O:26][C:27]([CH3:30])([CH3:29])[CH3:28])=[O:25].C(=O)([O-])O.[Na+], predict the reaction product. The product is: [CH2:35]([C:33]1[CH:32]=[CH:31][C:23]([C:24]([O:26][C:27]([CH3:29])([CH3:30])[CH3:28])=[O:25])=[C:22]([NH:21][C:18]([C:16]2[NH:15][N:14]=[C:13]([C:7]3[CH:8]=[CH:9][CH:10]=[CH:11][CH:12]=3)[CH:17]=2)=[O:20])[CH:34]=1)[CH2:36][C:37]1[CH:38]=[CH:39][CH:40]=[CH:41][CH:42]=1. (7) Given the reactants [CH3:1][N:2]([CH3:20])[CH2:3][CH2:4][CH2:5][O:6][C:7]1[CH:12]=[CH:11][C:10]([NH2:13])=[CH:9][C:8]=1[C:14]1[N:15]([CH3:19])[N:16]=[CH:17][CH:18]=1.[Cl:21][C:22]1[CH:23]=[C:24]([N:28]=[C:29]=[O:30])[CH:25]=[CH:26][CH:27]=1, predict the reaction product. The product is: [Cl:21][C:22]1[CH:23]=[C:24]([NH:28][C:29]([NH:13][C:10]2[CH:11]=[CH:12][C:7]([O:6][CH2:5][CH2:4][CH2:3][N:2]([CH3:1])[CH3:20])=[C:8]([C:14]3[N:15]([CH3:19])[N:16]=[CH:17][CH:18]=3)[CH:9]=2)=[O:30])[CH:25]=[CH:26][CH:27]=1. (8) The product is: [C:20]([C:24]1[CH:25]=[C:26]([CH:30]=[CH:31][CH:32]=1)[C:27]([NH:1][C:2]1[CH:19]=[CH:18][CH:17]=[C:4]([O:5][C:6]2[C:15]3[N:14]=[CH:13][C:12](=[O:16])[NH:11][C:10]=3[N:9]=[CH:8][CH:7]=2)[CH:3]=1)=[O:28])([CH3:23])([CH3:21])[CH3:22]. Given the reactants [NH2:1][C:2]1[CH:3]=[C:4]([CH:17]=[CH:18][CH:19]=1)[O:5][C:6]1[C:15]2[N:14]=[CH:13][C:12](=[O:16])[NH:11][C:10]=2[N:9]=[CH:8][CH:7]=1.[C:20]([C:24]1[CH:25]=[C:26]([CH:30]=[CH:31][CH:32]=1)[C:27](Cl)=[O:28])([CH3:23])([CH3:22])[CH3:21], predict the reaction product. (9) Given the reactants [Cl:1][C:2]1[CH:7]=[CH:6][C:5]([CH2:8][CH2:9][NH:10]C(=O)OC(C)(C)C)=[CH:4][C:3]=1[C:18]([NH:20][CH2:21][C:22]12[CH2:31][CH:26]3[CH2:27][CH:28]([CH2:30][CH:24]([CH2:25]3)[CH2:23]1)[CH2:29]2)=[O:19], predict the reaction product. The product is: [NH2:10][CH2:9][CH2:8][C:5]1[CH:6]=[CH:7][C:2]([Cl:1])=[C:3]([CH:4]=1)[C:18]([NH:20][CH2:21][C:22]12[CH2:29][CH:28]3[CH2:30][CH:24]([CH2:25][CH:26]([CH2:27]3)[CH2:31]1)[CH2:23]2)=[O:19].